Task: Predict the reactants needed to synthesize the given product.. Dataset: Full USPTO retrosynthesis dataset with 1.9M reactions from patents (1976-2016) (1) Given the product [C:26]([O:25][C:23](=[O:24])[NH:30][CH2:31][CH2:32][CH2:33][NH:34][CH:19]([C:9]1[N:8]([CH2:1][C:2]2[CH:7]=[CH:6][CH:5]=[CH:4][CH:3]=2)[C:13](=[O:14])[C:12]2[C:15]([CH3:18])=[N:16][O:17][C:11]=2[N:10]=1)[CH2:20][CH3:21])([CH3:29])([CH3:27])[CH3:28], predict the reactants needed to synthesize it. The reactants are: [CH2:1]([N:8]1[C:13](=[O:14])[C:12]2[C:15]([CH3:18])=[N:16][O:17][C:11]=2[N:10]=[C:9]1[CH:19](Br)[CH2:20][CH3:21])[C:2]1[CH:7]=[CH:6][CH:5]=[CH:4][CH:3]=1.[C:23]([NH:30][CH2:31][CH2:32][CH2:33][NH2:34])([O:25][C:26]([CH3:29])([CH3:28])[CH3:27])=[O:24]. (2) Given the product [C:28]([O:27][C:23]([NH:24][NH:25][C:13](=[O:15])[C:12]1[CH:16]=[CH:17][C:18]([N+:20]([O-:22])=[O:21])=[CH:19][C:11]=1[F:10])=[O:26])([CH3:31])([CH3:30])[CH3:29], predict the reactants needed to synthesize it. The reactants are: C(N(CC)C(C)C)(C)C.[F:10][C:11]1[CH:19]=[C:18]([N+:20]([O-:22])=[O:21])[CH:17]=[CH:16][C:12]=1[C:13]([OH:15])=O.[C:23]([O:27][C:28]([CH3:31])([CH3:30])[CH3:29])(=[O:26])[NH:24][NH2:25]. (3) Given the product [C:17]([O:21][C:4]([C:6]1[N:7]=[CH:8][C:9]([C:12]([O:14][CH2:15][CH3:16])=[O:13])=[N:10][CH:11]=1)=[O:5])([CH3:20])([CH3:19])[CH3:18], predict the reactants needed to synthesize it. The reactants are: N([C:4]([C:6]1[N:7]=[CH:8][C:9]([C:12]([O:14][CH2:15][CH3:16])=[O:13])=[N:10][CH:11]=1)=[O:5])=[N+]=[N-].[C:17]([OH:21])([CH3:20])([CH3:19])[CH3:18]. (4) Given the product [Cl:1][C:2]1[C:3]([C:4]2[O:21][C:8]3[CH:9]=[C:10]([C:13]4[CH:18]([CH3:19])[CH2:17][C:16](=[O:20])[NH:15][N:14]=4)[CH:11]=[CH:12][C:7]=3[N:6]=2)=[CH:22][CH:23]=[C:24]([Cl:26])[N:25]=1, predict the reactants needed to synthesize it. The reactants are: [Cl:1][C:2]1[N:25]=[C:24]([Cl:26])[CH:23]=[CH:22][C:3]=1[C:4]([NH:6][C:7]1[CH:12]=[CH:11][C:10]([C:13]2[CH:18]([CH3:19])[CH2:17][C:16](=[O:20])[NH:15][N:14]=2)=[CH:9][C:8]=1[OH:21])=O.C1(C)C=CC(S(O)(=O)=O)=CC=1.C(O)(=O)C. (5) Given the product [CH3:1][O:2][C:3](=[O:30])[CH2:4][CH2:5][C:6]([C:8]1[C:13]([B:31]2[O:35][C:34]([CH3:37])([CH3:36])[C:33]([CH3:39])([CH3:38])[O:32]2)=[CH:12][C:11]([O:22][CH:23]2[CH2:28][CH2:27][CH2:26][CH2:25][O:24]2)=[CH:10][C:9]=1[CH3:29])=[O:7], predict the reactants needed to synthesize it. The reactants are: [CH3:1][O:2][C:3](=[O:30])[CH2:4][CH2:5][C:6]([C:8]1[C:13](OS(C(F)(F)F)(=O)=O)=[CH:12][C:11]([O:22][CH:23]2[CH2:28][CH2:27][CH2:26][CH2:25][O:24]2)=[CH:10][C:9]=1[CH3:29])=[O:7].[B:31]1([B:31]2[O:35][C:34]([CH3:37])([CH3:36])[C:33]([CH3:39])([CH3:38])[O:32]2)[O:35][C:34]([CH3:37])([CH3:36])[C:33]([CH3:39])([CH3:38])[O:32]1.CC([O-])=O.[K+]. (6) Given the product [CH2:9]1[NH:8][CH2:13][CH2:12][N:11]2[CH2:14][C@H:15]([CH2:18][N:19]3[C:27]4[C:22](=[CH:23][CH:24]=[CH:25][CH:26]=4)[CH2:21][C:20]3=[O:28])[CH2:16][CH2:17][C@@H:10]12, predict the reactants needed to synthesize it. The reactants are: C([N:8]1[CH2:13][CH2:12][N:11]2[CH2:14][C@H:15]([CH2:18][N:19]3[C:27]4[C:22](=[CH:23][CH:24]=[CH:25][CH:26]=4)[CH2:21][C:20]3=[O:28])[CH2:16][CH2:17][C@H:10]2[CH2:9]1)(OC(C)(C)C)=O.Cl. (7) Given the product [Cl:1][C:2]1[CH:3]=[C:4]([CH:25]=[CH:26][C:27]=1[Cl:28])[CH2:5][N:6]([CH3:24])[C:7]([C:9]1[CH2:10][N:11]([CH2:16][CH2:17][N:18]2[CH2:19][CH2:20][N:21]([S:30]([CH3:29])(=[O:32])=[O:31])[CH2:22][CH2:23]2)[C:12](=[O:15])[C:13]=1[OH:14])=[O:8], predict the reactants needed to synthesize it. The reactants are: [Cl:1][C:2]1[CH:3]=[C:4]([CH:25]=[CH:26][C:27]=1[Cl:28])[CH2:5][N:6]([CH3:24])[C:7]([C:9]1[CH2:10][N:11]([CH2:16][CH2:17][N:18]2[CH2:23][CH2:22][NH:21][CH2:20][CH2:19]2)[C:12](=[O:15])[C:13]=1[OH:14])=[O:8].[CH3:29][S:30](Cl)(=[O:32])=[O:31]. (8) Given the product [CH:1]1([CH2:6][CH:7]([N:11]2[C:19]3[C:14](=[CH:15][C:16]([CH3:20])=[CH:17][CH:18]=3)[C:13](=[O:21])[C:12]2=[O:22])[C:8]([NH:29][C:24]2[CH:25]=[CH:26][CH:27]=[CH:28][N:23]=2)=[O:9])[CH2:2][CH2:3][CH2:4][CH2:5]1, predict the reactants needed to synthesize it. The reactants are: [CH:1]1([CH2:6][CH:7]([N:11]2[C:19]3[C:14](=[CH:15][C:16]([CH3:20])=[CH:17][CH:18]=3)[C:13](=[O:21])[C:12]2=[O:22])[C:8](O)=[O:9])[CH2:5][CH2:4][CH2:3][CH2:2]1.[N:23]1[CH:28]=[CH:27][CH:26]=[CH:25][C:24]=1[NH2:29].C(N(CC)C(C)C)(C)C.F[P-](F)(F)(F)(F)F.N1(O[P+](N(C)C)(N(C)C)N(C)C)C2C=CC=CC=2N=N1. (9) The reactants are: [CH2:1]([O:7][C:8]1[CH:13]=[CH:12][C:11]([C:14]2[CH:19]=[CH:18][CH:17]=[CH:16][CH:15]=2)=[CH:10][CH:9]=1)[CH2:2][CH2:3][CH2:4][C:5]#[CH:6].C([Li])CCC.[F:25][C:26]([F:33])([F:32])[C:27](OCC)=[O:28].B(F)(F)F.CCOCC. Given the product [C:11]1([C:14]2[CH:19]=[CH:18][CH:17]=[CH:16][CH:15]=2)[CH:10]=[CH:9][C:8]([O:7][CH2:1][CH2:2][CH2:3][CH2:4][C:5]#[C:6][C:27](=[O:28])[C:26]([F:33])([F:32])[F:25])=[CH:13][CH:12]=1, predict the reactants needed to synthesize it. (10) Given the product [ClH:1].[CH3:7][C:8]1[C:16]([O:17][C@@H:18]2[CH2:23][CH2:22][CH2:21][C@H:20]([CH2:24][NH2:25])[CH2:19]2)=[CH:15][CH:14]=[C:13]2[C:9]=1[CH:10]=[N:11][NH:12]2, predict the reactants needed to synthesize it. The reactants are: [ClH:1].C(OCC)C.[CH3:7][C:8]1[C:16]([O:17][C@@H:18]2[CH2:23][CH2:22][CH2:21][C@H:20]([CH2:24][NH2:25])[CH2:19]2)=[CH:15][CH:14]=[C:13]2[C:9]=1[CH:10]=[N:11][NH:12]2.